From a dataset of Rat liver microsome stability data. Regression/Classification. Given a drug SMILES string, predict its absorption, distribution, metabolism, or excretion properties. Task type varies by dataset: regression for continuous measurements (e.g., permeability, clearance, half-life) or binary classification for categorical outcomes (e.g., BBB penetration, CYP inhibition). Dataset: rlm. (1) The compound is O=C(Nc1ccncc1)c1cc(C(=O)Nc2ccncc2)cc([N+](=O)[O-])c1. The result is 0 (unstable in rat liver microsomes). (2) The result is 1 (stable in rat liver microsomes). The drug is CC1=CC[C@H]2[C@H](C1)c1c(O)cc(/C(C)=N/OCCCC#N)cc1OC2(C)C. (3) The compound is CCOc1cc(CNc2ccc(O)cc2)ccc1OCc1ccc(Cl)cc1. The result is 1 (stable in rat liver microsomes). (4) The molecule is CS(=O)(=O)c1cccc(Oc2cccc(-n3c(C4CC4)nc4c(C(F)(F)F)cccc43)c2)c1. The result is 1 (stable in rat liver microsomes).